Dataset: Full USPTO retrosynthesis dataset with 1.9M reactions from patents (1976-2016). Task: Predict the reactants needed to synthesize the given product. The reactants are: [O:1]1[CH2:6][CH2:5][CH2:4][CH2:3][CH:2]1[O:7][CH2:8][C:9]1[CH:18]=[CH:17][C:12]([C:13](OC)=[O:14])=[CH:11][N:10]=1.CC(C[AlH]CC(C)C)C. Given the product [O:1]1[CH2:6][CH2:5][CH2:4][CH2:3][CH:2]1[O:7][CH2:8][C:9]1[N:10]=[CH:11][C:12]([CH2:13][OH:14])=[CH:17][CH:18]=1, predict the reactants needed to synthesize it.